This data is from Reaction yield outcomes from USPTO patents with 853,638 reactions. The task is: Predict the reaction yield, written as a fraction of the theoretical maximum amount of product (1.0 means a 100% yield; for example, 0.34 means a 34% yield). The reactants are [CH3:1][C@H:2]1[NH:7][C@@H:6]([CH3:8])[CH2:5][N:4]([S:9]([CH2:12][C:13]2[CH:18]=[CH:17][C:16]([N+:19]([O-])=O)=[CH:15][CH:14]=2)(=[O:11])=[O:10])[CH2:3]1. The catalyst is CO.[Pd]. The product is [CH3:1][C@H:2]1[NH:7][C@@H:6]([CH3:8])[CH2:5][N:4]([S:9]([CH2:12][C:13]2[CH:18]=[CH:17][C:16]([NH2:19])=[CH:15][CH:14]=2)(=[O:11])=[O:10])[CH2:3]1. The yield is 1.00.